This data is from NCI-60 drug combinations with 297,098 pairs across 59 cell lines. The task is: Regression. Given two drug SMILES strings and cell line genomic features, predict the synergy score measuring deviation from expected non-interaction effect. (1) Drug 1: CC12CCC(CC1=CCC3C2CCC4(C3CC=C4C5=CN=CC=C5)C)O. Drug 2: B(C(CC(C)C)NC(=O)C(CC1=CC=CC=C1)NC(=O)C2=NC=CN=C2)(O)O. Cell line: OVCAR-5. Synergy scores: CSS=10.1, Synergy_ZIP=0.291, Synergy_Bliss=3.64, Synergy_Loewe=3.07, Synergy_HSA=2.87. (2) Drug 1: CC1=CC=C(C=C1)C2=CC(=NN2C3=CC=C(C=C3)S(=O)(=O)N)C(F)(F)F. Drug 2: CC12CCC3C(C1CCC2O)C(CC4=C3C=CC(=C4)O)CCCCCCCCCS(=O)CCCC(C(F)(F)F)(F)F. Cell line: BT-549. Synergy scores: CSS=-1.17, Synergy_ZIP=0.314, Synergy_Bliss=-1.79, Synergy_Loewe=-0.912, Synergy_HSA=-3.93.